This data is from Full USPTO retrosynthesis dataset with 1.9M reactions from patents (1976-2016). The task is: Predict the reactants needed to synthesize the given product. (1) The reactants are: Cl.[O:2]=[C:3]([NH:13][C:14]1[CH:19]=[CH:18][CH:17]=[C:16]([C:20]([F:23])([F:22])[F:21])[CH:15]=1)[CH2:4][NH:5][C:6]([C@@H:8]1[CH2:12][CH2:11][NH:10][CH2:9]1)=[O:7].O=[C:25]1[CH2:30][CH2:29][N:28]([C:31]2[CH:40]=[CH:39][C:34]([C:35]([O:37][CH3:38])=[O:36])=[CH:33][CH:32]=2)[CH2:27][CH2:26]1.[BH3-]C#N.[Na+]. Given the product [CH3:38][O:37][C:35](=[O:36])[C:34]1[CH:33]=[CH:32][C:31]([N:28]2[CH2:29][CH2:30][CH:25]([N:10]3[CH2:11][CH2:12][C@@H:8]([C:6]([NH:5][CH2:4][C:3](=[O:2])[NH:13][C:14]4[CH:19]=[CH:18][CH:17]=[C:16]([C:20]([F:23])([F:21])[F:22])[CH:15]=4)=[O:7])[CH2:9]3)[CH2:26][CH2:27]2)=[CH:40][CH:39]=1, predict the reactants needed to synthesize it. (2) Given the product [F:35][C:30]1[CH:29]=[C:28]([CH:33]=[C:32]([F:34])[CH:31]=1)[CH2:27][NH:26][C:25]([C:10]1[C:9]2[C:13](=[CH:14][C:6]([C:4]([OH:5])=[O:3])=[CH:7][CH:8]=2)[N:12]([CH2:15][C:16]2[CH:21]=[CH:20][CH:19]=[CH:18][N:17]=2)[C:11]=1[CH:22]([CH3:24])[CH3:23])=[O:36], predict the reactants needed to synthesize it. The reactants are: C([O:3][C:4]([C:6]1[CH:14]=[C:13]2[C:9]([C:10]([C:25](=[O:36])[NH:26][CH2:27][C:28]3[CH:33]=[C:32]([F:34])[CH:31]=[C:30]([F:35])[CH:29]=3)=[C:11]([CH:22]([CH3:24])[CH3:23])[N:12]2[CH2:15][C:16]2[CH:21]=[CH:20][CH:19]=[CH:18][N:17]=2)=[CH:8][CH:7]=1)=[O:5])C.[OH-].[Na+].O.